Dataset: NCI-60 drug combinations with 297,098 pairs across 59 cell lines. Task: Regression. Given two drug SMILES strings and cell line genomic features, predict the synergy score measuring deviation from expected non-interaction effect. (1) Drug 1: CN(CCCl)CCCl.Cl. Drug 2: CC(C)NC(=O)C1=CC=C(C=C1)CNNC.Cl. Cell line: TK-10. Synergy scores: CSS=17.9, Synergy_ZIP=-1.95, Synergy_Bliss=0.829, Synergy_Loewe=-11.3, Synergy_HSA=-2.04. (2) Drug 1: C1CCC(C1)C(CC#N)N2C=C(C=N2)C3=C4C=CNC4=NC=N3. Drug 2: CC1CCCC2(C(O2)CC(NC(=O)CC(C(C(=O)C(C1O)C)(C)C)O)C(=CC3=CSC(=N3)C)C)C. Cell line: A549. Synergy scores: CSS=22.5, Synergy_ZIP=2.40, Synergy_Bliss=7.46, Synergy_Loewe=4.31, Synergy_HSA=6.81.